This data is from Full USPTO retrosynthesis dataset with 1.9M reactions from patents (1976-2016). The task is: Predict the reactants needed to synthesize the given product. (1) Given the product [Cl:1][C:2]1[CH:7]=[CH:6][C:5]([C:8]2[N:12]([C:13]3[CH:18]=[CH:17][CH:16]=[CH:15][N:14]=3)[N:11]=[C:10]([C:19]3[S:20][CH:21]=[CH:22][C:23]=3[Cl:24])[CH:9]=2)=[CH:4][CH:3]=1, predict the reactants needed to synthesize it. The reactants are: [Cl:1][C:2]1[CH:7]=[CH:6][C:5]([CH:8]2[N:12]([C:13]3[CH:18]=[CH:17][CH:16]=[CH:15][N:14]=3)[N:11]=[C:10]([C:19]3[S:20][CH:21]=[CH:22][C:23]=3[Cl:24])[CH2:9]2)=[CH:4][CH:3]=1.N(C1C=CC=CN=1)N. (2) Given the product [C:1]([O:5][C:6]([NH:7][C:8]1([C:12]2[CH:17]=[CH:16][C:15]([C:18]3[C:31]([C:32]4[CH:37]=[CH:36][CH:35]=[CH:34][CH:33]=4)=[CH:30][N:21]4[N:22]=[C:23]5[C:28]([CH:27]=[CH:26][CH:25]=[C:24]5/[CH:41]=[CH:40]/[C:39]([NH2:43])=[O:42])=[C:20]4[N:19]=3)=[CH:14][CH:13]=2)[CH2:11][CH2:10][CH2:9]1)=[O:38])([CH3:4])([CH3:3])[CH3:2], predict the reactants needed to synthesize it. The reactants are: [C:1]([O:5][C:6](=[O:38])[NH:7][C:8]1([C:12]2[CH:17]=[CH:16][C:15]([C:18]3[C:31]([C:32]4[CH:37]=[CH:36][CH:35]=[CH:34][CH:33]=4)=[CH:30][N:21]4[N:22]=[C:23]5[C:28]([CH:27]=[CH:26][CH:25]=[C:24]5Br)=[C:20]4[N:19]=3)=[CH:14][CH:13]=2)[CH2:11][CH2:10][CH2:9]1)([CH3:4])([CH3:3])[CH3:2].[C:39]([NH2:43])(=[O:42])[CH:40]=[CH2:41].C1(C)C=CC=CC=1P(C1C=CC=CC=1C)C1C=CC=CC=1C. (3) Given the product [Cl:1][C:2]1[CH:7]=[CH:6][C:5]([C:8]2[N:12]=[C:11]([N:13]3[CH2:18][CH2:17][N:16]([CH:28]([CH3:30])[CH2:27][C:24]4[CH:25]=[CH:26][C:21]([O:20][CH3:19])=[CH:22][CH:23]=4)[CH2:15][CH2:14]3)[S:10][N:9]=2)=[CH:4][CH:3]=1, predict the reactants needed to synthesize it. The reactants are: [Cl:1][C:2]1[CH:7]=[CH:6][C:5]([C:8]2[N:12]=[C:11]([N:13]3[CH2:18][CH2:17][NH:16][CH2:15][CH2:14]3)[S:10][N:9]=2)=[CH:4][CH:3]=1.[CH3:19][O:20][C:21]1[CH:26]=[CH:25][C:24]([CH2:27][C:28]([C:30]2C=CC=CC=2)=O)=[CH:23][CH:22]=1.[BH4-].[Na+].[OH-].[Na+]. (4) Given the product [F:1][C:2]1[CH:7]=[CH:6][C:5]([C:8]2[C:16]3[C:15]([N:17]4[CH2:22][CH2:21][CH:20]([CH2:23][O:24][CH3:25])[CH2:19][CH2:18]4)=[N:14][C:13]([CH2:26][CH2:27][N:31]4[CH2:32][CH2:33][CH2:30][CH2:29]4)=[N:12][C:11]=3[S:10][CH:9]=2)=[CH:4][CH:3]=1, predict the reactants needed to synthesize it. The reactants are: [F:1][C:2]1[CH:7]=[CH:6][C:5]([C:8]2[C:16]3[C:15]([N:17]4[CH2:22][CH2:21][CH:20]([CH2:23][O:24][CH3:25])[CH2:19][CH2:18]4)=[N:14][C:13]([CH2:26][CH2:27]O)=[N:12][C:11]=3[S:10][CH:9]=2)=[CH:4][CH:3]=1.[CH2:29]([N:31](CC)[CH2:32][CH3:33])[CH3:30].CS(Cl)(=O)=O.N1CCCC1. (5) Given the product [Br:1][C:2]1[CH:7]=[CH:6][C:5]([C:8]2[C:17]([C:16]3[CH:15]=[C:14]([Cl:19])[C:13]([OH:20])=[CH:12][C:11]=3[OH:10])=[N:23][NH:24][C:9]=2[CH3:21])=[CH:4][CH:3]=1, predict the reactants needed to synthesize it. The reactants are: [Br:1][C:2]1[CH:7]=[CH:6][C:5]([C:8]2[C:17](=O)[C:16]3[C:11](=[CH:12][C:13]([OH:20])=[C:14]([Cl:19])[CH:15]=3)[O:10][C:9]=2[CH3:21])=[CH:4][CH:3]=1.O.[NH2:23][NH2:24].